From a dataset of Reaction yield outcomes from USPTO patents with 853,638 reactions. Predict the reaction yield, written as a fraction of the theoretical maximum amount of product (1.0 means a 100% yield; for example, 0.34 means a 34% yield). (1) The product is [CH3:1][O:2][C:3]1[CH:4]=[C:5]2[C:10](=[CH:11][C:12]=1[O:13][CH3:14])[N:9]=[CH:8][CH:7]=[C:6]2[O:15][C:16]1[C:17]([F:23])=[CH:18][C:19]2[N:22]=[C:26]([NH2:25])[S:27][C:20]=2[CH:21]=1. The catalyst is CC(O)=O. The reactants are [CH3:1][O:2][C:3]1[CH:4]=[C:5]2[C:10](=[CH:11][C:12]=1[O:13][CH3:14])[N:9]=[CH:8][CH:7]=[C:6]2[O:15][C:16]1[CH:21]=[CH:20][C:19]([NH2:22])=[CH:18][C:17]=1[F:23].[NH4+].[N:25]#[C:26][S-:27].BrBr. The yield is 0.480. (2) The reactants are [Cl-].O[NH3+:3].[C:4](=[O:7])([O-])[OH:5].[Na+].CS(C)=O.[CH3:13][C:14]1[O:18][C:17]([C@H:19]2[CH2:24][CH2:23][C@H:22]([N:25]3[C:30](=[O:31])[C:29]([CH2:32][C:33]4[CH:38]=[CH:37][C:36]([C:39]5[C:40]([C:45]#[N:46])=[CH:41][CH:42]=[CH:43][CH:44]=5)=[CH:35][CH:34]=4)=[C:28]([CH2:47][CH2:48][CH3:49])[N:27]4[N:50]=[CH:51][N:52]=[C:26]34)[CH2:21][CH2:20]2)=[N:16][N:15]=1. The catalyst is C(OCC)(=O)C. The product is [CH3:13][C:14]1[O:18][C:17]([C@H:19]2[CH2:20][CH2:21][C@H:22]([N:25]3[C:30](=[O:31])[C:29]([CH2:32][C:33]4[CH:38]=[CH:37][C:36]([C:39]5[CH:44]=[CH:43][CH:42]=[CH:41][C:40]=5[C:45]5[NH:3][C:4](=[O:7])[O:5][N:46]=5)=[CH:35][CH:34]=4)=[C:28]([CH2:47][CH2:48][CH3:49])[N:27]4[N:50]=[CH:51][N:52]=[C:26]34)[CH2:23][CH2:24]2)=[N:16][N:15]=1. The yield is 0.420. (3) The product is [C:1]([N:4]1[C:13]2[C:8](=[CH:9][CH:10]=[C:11]([C:14]3[S:15][C:16]([O:31][C:25]4[CH:30]=[CH:29][CH:28]=[CH:27][CH:26]=4)=[C:17]([C:19]([O:21][CH2:22][CH3:23])=[O:20])[N:18]=3)[CH:12]=2)[CH2:7][CH2:6][CH2:5]1)(=[O:3])[CH3:2]. The yield is 0.720. The reactants are [C:1]([N:4]1[C:13]2[C:8](=[CH:9][CH:10]=[C:11]([C:14]3[S:15][C:16](Cl)=[C:17]([C:19]([O:21][CH2:22][CH3:23])=[O:20])[N:18]=3)[CH:12]=2)[CH2:7][CH2:6][CH2:5]1)(=[O:3])[CH3:2].[C:25]1([OH:31])[CH:30]=[CH:29][CH:28]=[CH:27][CH:26]=1.[OH-].[K+].CN(C=O)C. The catalyst is CCOC(C)=O.O.